From a dataset of Forward reaction prediction with 1.9M reactions from USPTO patents (1976-2016). Predict the product of the given reaction. (1) The product is: [NH2:8][C:16]1[N:17]=[CH:18][C:19]([CH2:22][NH:23][C:24](=[O:48])[NH:25][C:26]2[CH:31]=[CH:30][C:29]([C:32]3[CH:37]=[CH:36][C:35]([C:38]([NH:39][CH2:40][CH2:41][OH:42])=[O:43])=[C:34]([NH:44][CH2:45][CH3:46])[N:33]=3)=[CH:28][C:27]=2[F:47])=[CH:20][CH:21]=1. Given the reactants C(OC([N:8]([C:16]1[CH:21]=[CH:20][C:19]([CH2:22][NH:23][C:24](=[O:48])[NH:25][C:26]2[CH:31]=[CH:30][C:29]([C:32]3[CH:37]=[CH:36][C:35]([C:38](=[O:43])[NH:39][CH2:40][CH2:41][OH:42])=[C:34]([NH:44][CH2:45][CH3:46])[N:33]=3)=[CH:28][C:27]=2[F:47])=[CH:18][N:17]=1)C(OC(C)(C)C)=O)=O)(C)(C)C.C(O)(C(F)(F)F)=O, predict the reaction product. (2) Given the reactants [F:1][C:2]1[CH:32]=[CH:31][C:5]([CH2:6][O:7][CH2:8][C:9]([C:12]2[NH:30][C:15]3=[C:16]([C:28]#[N:29])[C:17]([CH3:27])=[C:18]([C:21]4[CH:26]=[CH:25][CH:24]=[CH:23][CH:22]=4)[C:19](=O)[N:14]3[N:13]=2)([CH3:11])[CH3:10])=[CH:4][CH:3]=1.P(Cl)(Cl)([Cl:35])=O, predict the reaction product. The product is: [Cl:35][C:19]1[N:14]2[N:13]=[C:12]([C:9]([CH3:11])([CH3:10])[CH2:8][O:7][CH2:6][C:5]3[CH:31]=[CH:32][C:2]([F:1])=[CH:3][CH:4]=3)[N:30]=[C:15]2[C:16]([C:28]#[N:29])=[C:17]([CH3:27])[C:18]=1[C:21]1[CH:26]=[CH:25][CH:24]=[CH:23][CH:22]=1. (3) Given the reactants [N+:1]([C:4]1[CH:13]=[C:12]2[C:7]([CH2:8][CH2:9][NH:10][CH2:11]2)=[CH:6][CH:5]=1)([O-:3])=[O:2].[C:14]1(=O)[CH2:17][CH2:16][CH2:15]1.[BH3-]C#N.[Na+], predict the reaction product. The product is: [CH:14]1([N:10]2[CH2:9][CH2:8][C:7]3[C:12](=[CH:13][C:4]([N+:1]([O-:3])=[O:2])=[CH:5][CH:6]=3)[CH2:11]2)[CH2:17][CH2:16][CH2:15]1. (4) The product is: [Cl:5][CH2:21][CH:20]=[CH:19][C:16]1[CH:15]=[CH:14][C:13]([C:10]2[CH:11]=[CH:12][C:7]([F:6])=[CH:8][CH:9]=2)=[N:18][CH:17]=1. Given the reactants CS([Cl:5])(=O)=O.[F:6][C:7]1[CH:12]=[CH:11][C:10]([C:13]2[N:18]=[CH:17][C:16]([CH:19]=[CH:20][CH2:21]O)=[CH:15][CH:14]=2)=[CH:9][CH:8]=1.C(N(CC)CC)C, predict the reaction product. (5) The product is: [ClH:12].[Cl:12][CH2:8][C:4]1[CH:5]=[C:6]([CH3:7])[N:2]([CH3:1])[N:3]=1. Given the reactants [CH3:1][N:2]1[C:6]([CH3:7])=[CH:5][C:4]([CH2:8]O)=[N:3]1.S(Cl)([Cl:12])=O, predict the reaction product. (6) Given the reactants [H-].[Al+3].[Li+].[H-].[H-].[H-].C([O:9][C:10](=O)[CH2:11][C:12]1([CH2:17][CH3:18])[O:16][CH2:15][CH2:14][O:13]1)C.[OH-].[Na+].S([O-])([O-])(=O)=O.[Mg+2], predict the reaction product. The product is: [CH2:17]([C:12]1([CH2:11][CH2:10][OH:9])[O:16][CH2:15][CH2:14][O:13]1)[CH3:18].